Dataset: Full USPTO retrosynthesis dataset with 1.9M reactions from patents (1976-2016). Task: Predict the reactants needed to synthesize the given product. (1) Given the product [CH:1]1[C:9]2[C:8]3[CH:10]=[CH:11][CH:12]=[CH:13][C:7]=3[S:6][C:5]=2[C:4]([B:33]([C:22]2[C:23]3[S:24][C:25]4[CH:31]=[CH:30][CH:29]=[CH:28][C:26]=4[C:27]=3[CH:19]=[CH:20][CH:21]=2)[OH:34])=[CH:3][CH:2]=1, predict the reactants needed to synthesize it. The reactants are: [CH:1]1[C:9]2[C:8]3[CH:10]=[CH:11][CH:12]=[CH:13][C:7]=3[S:6][C:5]=2[CH:4]=[CH:3][CH:2]=1.C([Li])CCC.[CH:19]1[C:27]2[C:26]3[CH:28]=[CH:29][CH:30]=[CH:31][C:25]=3[S:24][C:23]=2[C:22]([Li])=[CH:21][CH:20]=1.[B:33](OC(C)(C)C)(OC(C)(C)C)[O:34]C(C)(C)C. (2) Given the product [NH2:29][C@@H:16]([CH2:15][CH:12]1[CH2:11][CH2:10][CH:9]([O:8][Si:1]([C:4]([CH3:7])([CH3:6])[CH3:5])([CH3:2])[CH3:3])[CH2:14][CH2:13]1)[CH2:17][N:18]([CH3:28])[C:19](=[O:20])[O:21][CH2:22][CH2:23][Si:24]([CH3:25])([CH3:26])[CH3:27], predict the reactants needed to synthesize it. The reactants are: [Si:1]([O:8][CH:9]1[CH2:14][CH2:13][CH:12]([CH2:15][C@H:16]([NH:29]C(=O)OC(C)(C)C)[CH2:17][N:18]([CH3:28])[C:19]([O:21][CH2:22][CH2:23][Si:24]([CH3:27])([CH3:26])[CH3:25])=[O:20])[CH2:11][CH2:10]1)([C:4]([CH3:7])([CH3:6])[CH3:5])([CH3:3])[CH3:2].CCOCC.CC1C=CC(S(O)(=O)=O)=CC=1.CCOC(C)=O. (3) Given the product [N+:25]([C:22]1[CH:21]=[CH:20][C:19]([C:4]2[C:3]([C:1]([NH2:2])=[O:29])=[C:7]([NH:8][C:9]([N:11]3[CH2:12][CH2:13][CH2:14][C:15]3=[O:16])=[O:10])[S:6][N:5]=2)=[CH:24][CH:23]=1)([O-:27])=[O:26], predict the reactants needed to synthesize it. The reactants are: [C:1]([C:3]1[C:4]([C:19]2[CH:24]=[CH:23][C:22]([N+:25]([O-:27])=[O:26])=[CH:21][CH:20]=2)=[N:5][S:6][C:7]=1[NH:8][C:9]([NH:11][CH2:12][CH2:13][CH2:14][C:15](OC)=[O:16])=[O:10])#[N:2].S(=O)(=O)(O)[OH:29]. (4) The reactants are: [CH2:1]([N:3]1[C:7]([CH3:8])=[C:6]([CH:9]([NH2:11])C)[CH:5]=[N:4]1)[CH3:2].[F:12][C:13]([F:31])([F:30])[C:14]([C:17]1[CH:26]=[CH:25][C:24]2[C:19](=[CH:20][CH:21]=[C:22]([C:27](O)=[O:28])[CH:23]=2)[N:18]=1)([CH3:16])[CH3:15].CN(C(ON1N=NC2C=CC=CC1=2)=[N+](C)C)C.F[P-](F)(F)(F)(F)F.C(N(CC)CC)C. Given the product [CH2:1]([N:3]1[C:7]([CH3:8])=[C:6]([CH2:9][NH:11][C:27]([C:22]2[CH:23]=[C:24]3[C:19](=[CH:20][CH:21]=2)[N:18]=[C:17]([C:14]([CH3:16])([CH3:15])[C:13]([F:31])([F:30])[F:12])[CH:26]=[CH:25]3)=[O:28])[CH:5]=[N:4]1)[CH3:2], predict the reactants needed to synthesize it. (5) The reactants are: [Cl:1][C:2]1[CH:21]=[CH:20][C:5]([O:6][C:7]2[CH:12]=[N:11][CH:10]=[C:9]3[S:13][C:14]([C:16]([O:18]C)=[O:17])=[CH:15][C:8]=23)=[CH:4][CH:3]=1.O.[OH-].[Li+].N#N.C(O)=O. Given the product [Cl:1][C:2]1[CH:21]=[CH:20][C:5]([O:6][C:7]2[CH:12]=[N:11][CH:10]=[C:9]3[S:13][C:14]([C:16]([OH:18])=[O:17])=[CH:15][C:8]=23)=[CH:4][CH:3]=1, predict the reactants needed to synthesize it. (6) Given the product [CH3:1][CH2:2][C@@H:3]1[C@@H:8]2[N:9]3[CH2:11][CH2:12][C:13]4[C:17]5[CH:18]=[C:19]([O:22][CH3:23])[CH:20]=[CH:21][C:16]=5[NH:15][C:14]=4[C@@H:7]2[CH2:6][C@@H:5]([CH2:10]3)[CH2:4]1, predict the reactants needed to synthesize it. The reactants are: [CH3:1][CH2:2][C@@H:3]1[C@@H:8]2[N:9]3[CH2:11][CH2:12][C:13]4[C:17]5[CH:18]=[C:19]([O:22][CH3:23])[CH:20]=[CH:21][C:16]=5[NH:15][C:14]=4[C@@H:7]2[CH2:6][C@@H:5]([CH2:10]3)[CH2:4]1.Cl. (7) Given the product [CH2:1]([C:3]1[CH:4]=[CH:5][C:6]([CH:9]=[CH:10][C:11]2[C:19]3[C:14](=[CH:15][C:16]([NH:20][C:21]4[CH:29]=[CH:28][CH:27]=[CH:26][C:22]=4[C:23]([NH:40][CH2:37][C:38]#[CH:39])=[O:24])=[CH:17][CH:18]=3)[NH:13][N:12]=2)=[N:7][CH:8]=1)[CH3:2], predict the reactants needed to synthesize it. The reactants are: [CH2:1]([C:3]1[CH:4]=[CH:5][C:6]([CH:9]=[CH:10][C:11]2[C:19]3[C:14](=[CH:15][C:16]([NH:20][C:21]4[CH:29]=[CH:28][CH:27]=[CH:26][C:22]=4[C:23](O)=[O:24])=[CH:17][CH:18]=3)[NH:13][N:12]=2)=[N:7][CH:8]=1)[CH3:2].C(O)(C(F)(F)F)=O.[CH2:37]([NH2:40])[C:38]#[CH:39].CN(C(ON1N=NC2C=CC=NC1=2)=[N+](C)C)C.F[P-](F)(F)(F)(F)F. (8) Given the product [C:11]1([C:2]2[CH:7]=[CH:6][CH:5]=[CH:4][CH:3]=2)[CH:12]=[CH:13][CH:14]=[C:9]([NH2:8])[CH:10]=1, predict the reactants needed to synthesize it. The reactants are: Br[C:2]1[CH:7]=[CH:6][CH:5]=[CH:4][CH:3]=1.[NH2:8][C:9]1[CH:10]=[C:11](B(O)O)[CH:12]=[CH:13][CH:14]=1. (9) Given the product [C:45]([O:1][C:2]1[C:11]2[CH2:10][S:9][N:8]=[C:7]([N:12]([C:13]([O:15][C:16]([CH3:19])([CH3:18])[CH3:17])=[O:14])[C:20]([O:22][C:23]([CH3:26])([CH3:25])[CH3:24])=[O:21])[C:6]3=[N:27][N:28]([CH2:30][C:31]4[C:36]([CH3:37])=[C:35]([O:38][CH3:39])[C:34]([CH3:40])=[CH:33][N:32]=4)[N:29]=[C:4]([C:5]=23)[CH:3]=1)(=[O:47])[CH3:46], predict the reactants needed to synthesize it. The reactants are: [OH:1][CH:2]1[C:11]2[CH2:10][S:9][N:8]=[C:7]([N:12]([C:20]([O:22][C:23]([CH3:26])([CH3:25])[CH3:24])=[O:21])[C:13]([O:15][C:16]([CH3:19])([CH3:18])[CH3:17])=[O:14])[C:6]3=[N:27][N:28]([CH2:30][C:31]4[C:36]([CH3:37])=[C:35]([O:38][CH3:39])[C:34]([CH3:40])=[CH:33][N:32]=4)[N:29]=[C:4]([C:5]=23)[CH2:3]1.CS(C)=O.[C:45](OC(=O)C)(=[O:47])[CH3:46].